Dataset: Full USPTO retrosynthesis dataset with 1.9M reactions from patents (1976-2016). Task: Predict the reactants needed to synthesize the given product. (1) Given the product [Br:20][C:21]1[CH:22]=[CH:23][C:24]([O:30][CH3:31])=[C:25]2[C:29]=1[NH:28][C:27]([B:11]1[O:15][C:14]([CH3:17])([CH3:16])[C:13]([CH3:19])([CH3:18])[O:12]1)=[CH:26]2, predict the reactants needed to synthesize it. The reactants are: ClC1C=CC=C2C=1NC([B:11]1[O:15][C:14]([CH3:17])([CH3:16])[C:13]([CH3:19])([CH3:18])[O:12]1)=C2.[Br:20][C:21]1[CH:22]=[CH:23][C:24]([O:30][CH3:31])=[C:25]2[C:29]=1[NH:28][CH:27]=[CH:26]2. (2) Given the product [OH:8][CH2:9][C:10]1[CH:14]=[N:13][N:12]([CH2:15][C@@H:16]2[C@H:19]([NH:20][C:21](=[O:30])[O:22][CH2:23][C:24]3[CH:29]=[CH:28][CH:27]=[CH:26][CH:25]=3)[C:18](=[O:31])[NH:17]2)[N:11]=1, predict the reactants needed to synthesize it. The reactants are: [Si]([O:8][CH2:9][C:10]1[CH:14]=[N:13][N:12]([CH2:15][C@@H:16]2[C@H:19]([NH:20][C:21](=[O:30])[O:22][CH2:23][C:24]3[CH:29]=[CH:28][CH:27]=[CH:26][CH:25]=3)[C:18](=[O:31])[NH:17]2)[N:11]=1)(C(C)(C)C)(C)C. (3) Given the product [Cl:3][C:4]1[CH:5]=[C:6]([CH:7]=[CH:8][CH:9]=1)[O:10][CH2:14][CH2:13][CH2:12][C:11]([OH:16])=[O:15], predict the reactants needed to synthesize it. The reactants are: [OH-].[Na+].[Cl:3][C:4]1[CH:5]=[C:6]([OH:10])[CH:7]=[CH:8][CH:9]=1.[C:11]1(=[O:16])[O:15][CH2:14][CH2:13][CH2:12]1.Cl. (4) Given the product [OH:9][CH2:8][CH2:7][CH:4]1[CH2:5][CH2:6][N:1]([CH2:11][C:12]#[N:13])[CH2:2][CH2:3]1, predict the reactants needed to synthesize it. The reactants are: [NH:1]1[CH2:6][CH2:5][CH:4]([CH2:7][CH2:8][OH:9])[CH2:3][CH2:2]1.Cl[CH2:11][C:12]#[N:13].C(N(CC)CC)C. (5) Given the product [Cl:1][C:2]1[CH:10]=[CH:9][C:5]2[O:6][CH2:7][O:8][C:4]=2[C:3]=1[NH:11][C:12]1[CH:17]=[CH:16][N:15]=[C:14]([NH:18][C:19]2[CH:20]=[C:21]([CH:25]=[CH:26][CH:27]=2)[C:22]([Cl:30])=[O:23])[N:13]=1, predict the reactants needed to synthesize it. The reactants are: [Cl:1][C:2]1[CH:10]=[CH:9][C:5]2[O:6][CH2:7][O:8][C:4]=2[C:3]=1[NH:11][C:12]1[CH:17]=[CH:16][N:15]=[C:14]([NH:18][C:19]2[CH:20]=[C:21]([CH:25]=[CH:26][CH:27]=2)[C:22](O)=[O:23])[N:13]=1.S(Cl)([Cl:30])=O.